Dataset: Reaction yield outcomes from USPTO patents with 853,638 reactions. Task: Predict the reaction yield, written as a fraction of the theoretical maximum amount of product (1.0 means a 100% yield; for example, 0.34 means a 34% yield). (1) The catalyst is O1CCCC1.O. The reactants are [C:1]([N:4]1[C:13]2[C:8](=[CH:9][C:10]([C:14]([O:16]CC)=[O:15])=[CH:11][CH:12]=2)[C@H:7]([NH:19][C:20]2[N:25]=[CH:24][CH:23]=[CH:22][N:21]=2)[C@@H:6]([CH3:26])[C@@H:5]1[CH3:27])(=[O:3])[CH3:2].[OH-].[Li+].Cl.CO.C(Cl)Cl. The product is [C:1]([N:4]1[C:13]2[C:8](=[CH:9][C:10]([C:14]([OH:16])=[O:15])=[CH:11][CH:12]=2)[C@H:7]([NH:19][C:20]2[N:21]=[CH:22][CH:23]=[CH:24][N:25]=2)[C@@H:6]([CH3:26])[C@@H:5]1[CH3:27])(=[O:3])[CH3:2]. The yield is 0.280. (2) The yield is 0.330. No catalyst specified. The reactants are [CH3:1][O:2][C:3]1[CH:4]=[C:5]2[C:10](=[C:11]3[CH2:15][C:14]([CH3:17])([CH3:16])[O:13][C:12]=13)[C:9]([C:18]1[CH:23]=[CH:22][N+:21]([O-])=[CH:20][CH:19]=1)=[N:8][C:7]([CH3:26])([CH3:25])[CH2:6]2.P(Cl)(Cl)([Cl:29])=O.[OH-].[Na+]. The product is [Cl:29][C:22]1[CH:23]=[C:18]([C:9]2[C:10]3[C:5](=[CH:4][C:3]([O:2][CH3:1])=[C:12]4[O:13][C:14]([CH3:16])([CH3:17])[CH2:15][C:11]4=3)[CH2:6][C:7]([CH3:25])([CH3:26])[N:8]=2)[CH:19]=[CH:20][N:21]=1. (3) The reactants are [CH3:1][C:2]([CH3:15])([C:9]1[CH:14]=[CH:13][CH:12]=[CH:11][CH:10]=1)[C@@H:3]([C:5](OC)=[O:6])[NH2:4].[H-].[Al+3].[Li+].[H-].[H-].[H-]. The catalyst is C1COCC1. The product is [NH2:4][CH:3]([C:2]([CH3:15])([C:9]1[CH:14]=[CH:13][CH:12]=[CH:11][CH:10]=1)[CH3:1])[CH2:5][OH:6]. The yield is 0.640. (4) The product is [CH3:1][O:2][C:3]1[CH:12]=[C:7]2[C:6](=[CH:5][C:4]=1[O:14][CH2:15][CH2:16][CH2:17][Cl:18])[N:13]=[CH:29][NH:28][C:8]2=[O:9]. The yield is 0.940. The catalyst is O. The reactants are [CH3:1][O:2][C:3]1[CH:12]=[C:7]([C:8](OC)=[O:9])[C:6]([NH2:13])=[CH:5][C:4]=1[O:14][CH2:15][CH2:16][CH2:17][Cl:18].C([O-])([O-])OC.C([O-])(=O)C.[NH4+:28].[CH3:29]O.